From a dataset of Reaction yield outcomes from USPTO patents with 853,638 reactions. Predict the reaction yield, written as a fraction of the theoretical maximum amount of product (1.0 means a 100% yield; for example, 0.34 means a 34% yield). The reactants are [CH3:1][C:2]1[C:3]([C:12]2[CH:17]=[CH:16][CH:15]=[CH:14][C:13]=2[N+:18]([O-])=O)=[C:4]([C:7](OCC)=[O:8])[NH:5][CH:6]=1. The catalyst is CC(O)=O.[Fe]. The product is [CH3:1][C:2]1[C:3]2[C:12]3[CH:17]=[CH:16][CH:15]=[CH:14][C:13]=3[N:18]=[C:7]([OH:8])[C:4]=2[NH:5][CH:6]=1. The yield is 0.860.